Task: Predict which catalyst facilitates the given reaction.. Dataset: Catalyst prediction with 721,799 reactions and 888 catalyst types from USPTO (1) Reactant: [Br:1][C:2]1[CH:3]=[C:4]2[C:9](=[CH:10][CH:11]=1)[CH:8]=[N:7][CH:6]=[CH:5]2.[O:12](C)[S:13]([C:16]([F:19])([F:18])[F:17])(=[O:15])=[O:14]. Product: [F:17][C:16]([F:19])([F:18])[S:13]([O-:15])(=[O:14])=[O:12].[Br:1][C:2]1[CH:3]=[C:4]2[C:9](=[CH:10][CH:11]=1)[CH:8]=[N+:7]([CH3:16])[CH:6]=[CH:5]2. The catalyst class is: 2. (2) Reactant: C([NH:9][C:10]1[S:11][CH2:12][C@@H:13]2[CH2:19][C@H:18]([CH3:20])[O:17][CH2:16][C@:14]2([C:21]2[S:22][CH:23]=[C:24]([NH:26][C:27]([C:29]3[CH:34]=[CH:33][C:32]([O:35][CH:36]([F:38])[F:37])=[CH:31][N:30]=3)=[O:28])[N:25]=2)[N:15]=1)(=O)C1C=CC=CC=1.N12CCCN=C1CCCCC2. The catalyst class is: 5. Product: [NH2:9][C:10]1[S:11][CH2:12][C@@H:13]2[CH2:19][C@H:18]([CH3:20])[O:17][CH2:16][C@:14]2([C:21]2[S:22][CH:23]=[C:24]([NH:26][C:27]([C:29]3[CH:34]=[CH:33][C:32]([O:35][CH:36]([F:37])[F:38])=[CH:31][N:30]=3)=[O:28])[N:25]=2)[N:15]=1.